From a dataset of P-glycoprotein inhibition data for predicting drug efflux from Broccatelli et al.. Regression/Classification. Given a drug SMILES string, predict its absorption, distribution, metabolism, or excretion properties. Task type varies by dataset: regression for continuous measurements (e.g., permeability, clearance, half-life) or binary classification for categorical outcomes (e.g., BBB penetration, CYP inhibition). Dataset: pgp_broccatelli. The compound is Cc1ncc2n1-c1ccc(Cl)cc1C(c1ccccc1F)=NC2. The result is 1 (inhibitor).